Dataset: Forward reaction prediction with 1.9M reactions from USPTO patents (1976-2016). Task: Predict the product of the given reaction. (1) Given the reactants [C:1]1([CH2:7][C:8](=O)[CH2:9][C:10](=O)[CH3:11])[CH:6]=[CH:5][CH:4]=[CH:3][CH:2]=1.[C:14]([CH2:16][C:17]([NH2:19])=[O:18])#[N:15].N1CCCCC1.O, predict the reaction product. The product is: [CH3:11][C:10]1[NH:19][C:17](=[O:18])[C:16]([C:14]#[N:15])=[C:8]([CH2:7][C:1]2[CH:6]=[CH:5][CH:4]=[CH:3][CH:2]=2)[CH:9]=1.[CH3:11][C:10]1[CH:9]=[C:8]([CH2:7][C:1]2[CH:6]=[CH:5][CH:4]=[CH:3][CH:2]=2)[NH:19][C:17](=[O:18])[C:16]=1[C:14]#[N:15]. (2) Given the reactants [C:1]([C:4]1[N:5]=[C:6]([N:9]2[CH2:12][CH:11]([S:13][C:14]3[C@H:15]([CH3:39])[C@@H:16]4[C@@H:34]([C@H:35]([OH:37])[CH3:36])[C:33](=[O:38])[N:17]4[C:18]=3[C:19]([O:21][CH:22](OC(OC(CC)CC)=O)[CH3:23])=[O:20])[CH2:10]2)[S:7][CH:8]=1)(=[O:3])[NH2:2].C(O)(=O)C.NN.C1(P(OC2[C@H](C)[C@H]3[C@@H]([C@H](O)C)C(=O)N3C=2C(OCC2[CH:75]=[CH:74][C:73]([N+:76]([O-:78])=[O:77])=[CH:72][CH:71]=2)=O)(C2C=CC=CC=2)=O)C=CC=CC=1.[CH:86]([N:89]([CH:92](C)C)[CH2:90][CH3:91])(C)[CH3:87].C(=O)([O-])O.[Na+], predict the reaction product. The product is: [CH3:92][N:89]1[CH2:90][CH2:91][N:2]([C:1]([C:4]2[N:5]=[C:6]([N:9]3[CH2:10][CH:11]([S:13][C:14]4[C@H:15]([CH3:39])[C@@H:16]5[C@@H:34]([C@H:35]([OH:37])[CH3:36])[C:33](=[O:38])[N:17]5[C:18]=4[C:19]([O:21][CH2:22][C:23]4[CH:75]=[CH:74][C:73]([N+:76]([O-:78])=[O:77])=[CH:72][CH:71]=4)=[O:20])[CH2:12]3)[S:7][CH:8]=2)=[O:3])[CH2:87][CH2:86]1. (3) Given the reactants FC(F)(F)S(O[C:7]1[N:8]=[C:9]([CH2:35][CH2:36][CH3:37])[C:10]2[C:15]([C:16]=1[CH2:17][C:18]1[CH:30]=[CH:29][C:21]3[O:22][C:23]4[CH:28]=[CH:27][CH:26]=[CH:25][C:24]=4[C:20]=3[CH:19]=1)=[CH:14][C:13]([O:31][CH3:32])=[C:12]([O:33][CH3:34])[CH:11]=2)(=O)=O.C(=O)(OC(C)(C)C)[NH2:41].C(=O)([O-])[O-].[Cs+].[Cs+].CC1(C)C2C=CC=C(P(C3C=CC=CC=3)C3C=CC=CC=3)C=2OC2C1=CC=CC=2P(C1C=CC=CC=1)C1C=CC=CC=1, predict the reaction product. The product is: [CH:19]1[C:20]2[C:24]3[CH:25]=[CH:26][CH:27]=[CH:28][C:23]=3[O:22][C:21]=2[CH:29]=[CH:30][C:18]=1[CH2:17][C:16]1[C:15]2[C:10](=[CH:11][C:12]([O:33][CH3:34])=[C:13]([O:31][CH3:32])[CH:14]=2)[C:9]([CH2:35][CH2:36][CH3:37])=[N:8][C:7]=1[NH2:41]. (4) Given the reactants [CH3:13][C:12]([O:11][C:9](O[C:9]([O:11][C:12]([CH3:15])([CH3:14])[CH3:13])=[O:10])=[O:10])([CH3:15])[CH3:14].Cl.[OH:17][C:18]1[CH:27]=[CH:26][C:25]2[CH:24]([C:28]([O:30][CH2:31][CH3:32])=[O:29])[NH:23][CH2:22][CH2:21][C:20]=2[N:19]=1.C1COCC1.[Na+].[Cl-], predict the reaction product. The product is: [OH:17][C:18]1[CH:27]=[CH:26][C:25]2[CH:24]([C:28]([O:30][CH2:31][CH3:32])=[O:29])[N:23]([C:9]([O:11][C:12]([CH3:13])([CH3:14])[CH3:15])=[O:10])[CH2:22][CH2:21][C:20]=2[N:19]=1. (5) Given the reactants [Cl:1][C:2]1[C:3]([I:9])=[CH:4][C:5](F)=[N:6][CH:7]=1.[O:10]1[CH2:15][CH2:14][N:13]([C:16]2[CH:22]=[CH:21][C:19]([NH2:20])=[CH:18][CH:17]=2)[CH2:12][CH2:11]1.Cl.O1CCOCC1, predict the reaction product. The product is: [Cl:1][C:2]1[C:3]([I:9])=[CH:4][C:5]([NH:20][C:19]2[CH:18]=[CH:17][C:16]([N:13]3[CH2:14][CH2:15][O:10][CH2:11][CH2:12]3)=[CH:22][CH:21]=2)=[N:6][CH:7]=1. (6) Given the reactants [H-].[Na+].[OH:3][C@@H:4]([CH2:9][O:10][CH:11]([CH3:13])[CH3:12])[C:5]([O:7][CH3:8])=[O:6].Cl[C:15]1[N:20]=[CH:19][N:18]=[C:17]2[N:21]([C:24]3[C:29]([Cl:30])=[CH:28][CH:27]=[CH:26][N:25]=3)[N:22]=[CH:23][C:16]=12.Cl, predict the reaction product. The product is: [Cl:30][C:29]1[C:24]([N:21]2[C:17]3=[N:18][CH:19]=[N:20][C:15]([O:3][C@@H:4]([CH2:9][O:10][CH:11]([CH3:13])[CH3:12])[C:5]([O:7][CH3:8])=[O:6])=[C:16]3[CH:23]=[N:22]2)=[N:25][CH:26]=[CH:27][CH:28]=1. (7) Given the reactants [CH2:1]([O:8][C:9]1[C:10](=[O:22])[O:11][C@H:12]([C@@H:18]([OH:21])[CH2:19][OH:20])[C:13]=1[NH:14][CH2:15][CH2:16][CH3:17])[C:2]1[CH:7]=[CH:6][CH:5]=[CH:4][CH:3]=1.C(N(CC)CC)C.[C:30](Cl)(=[O:46])[CH2:31][CH2:32][CH2:33][CH2:34][CH2:35][CH2:36][CH2:37][CH2:38][CH2:39][CH2:40][CH2:41][CH2:42][CH2:43][CH2:44][CH3:45], predict the reaction product. The product is: [C:30]([O:20][CH2:19][C@@H:18]([C@@H:12]1[C:13]([NH:14][CH2:15][CH2:16][CH3:17])=[C:9]([O:8][CH2:1][C:2]2[CH:7]=[CH:6][CH:5]=[CH:4][CH:3]=2)[C:10](=[O:22])[O:11]1)[OH:21])(=[O:46])[CH2:31][CH2:32][CH2:33][CH2:34][CH2:35][CH2:36][CH2:37][CH2:38][CH2:39][CH2:40][CH2:41][CH2:42][CH2:43][CH2:44][CH3:45].